Dataset: Forward reaction prediction with 1.9M reactions from USPTO patents (1976-2016). Task: Predict the product of the given reaction. (1) Given the reactants [Br:1][C:2]1[CH:15]=[CH:14][C:5]([C:6]([CH2:8][C:9]([O:11][CH2:12][CH3:13])=[O:10])=[O:7])=[CH:4][CH:3]=1.Cl.NO.CO[CH:21](OC)[N:22](C)C, predict the reaction product. The product is: [CH2:12]([O:11][C:9]([C:8]1[CH:21]=[N:22][O:7][C:6]=1[C:5]1[CH:4]=[CH:3][C:2]([Br:1])=[CH:15][CH:14]=1)=[O:10])[CH3:13]. (2) Given the reactants [NH2:1][CH2:2][C@@H:3]1[C@H:7]([OH:8])[CH2:6][N:5]([CH2:9][CH2:10][N:11]2[C:20]3[C:15](=[CH:16][CH:17]=[C:18]([F:21])[CH:19]=3)[CH:14]=[CH:13][C:12]2=[O:22])[CH2:4]1.[O:23]=[C:24]1[CH2:29][S:28][C:27]2[N:30]=[N:31][C:32]([CH:34]=O)=[CH:33][C:26]=2[NH:25]1.C(Cl)Cl.C(O[BH-](OC(=O)C)OC(=O)C)(=O)C.[Na+], predict the reaction product. The product is: [F:21][C:18]1[CH:19]=[C:20]2[C:15]([CH:14]=[CH:13][C:12](=[O:22])[N:11]2[CH2:10][CH2:9][N:5]2[CH2:6][C@@H:7]([OH:8])[C@@H:3]([CH2:2][NH:1][CH2:34][C:32]3[N:31]=[N:30][C:27]4[S:28][CH2:29][C:24](=[O:23])[NH:25][C:26]=4[CH:33]=3)[CH2:4]2)=[CH:16][CH:17]=1. (3) Given the reactants C(NCC(O)=O)C(O)=O.[CH:10]1[C:19]2[C:14](=[CH:15][CH:16]=[CH:17][CH:18]=2)[CH:13]=[CH:12][CH:11]=1.[Cl:20][C:21]1[CH:28]=[CH:27][C:24]([CH:25]=[CH2:26])=[CH:23][CH:22]=1.[Cl:29]C1C=CC=CC=1C=C.ClC1C=C(C=CC=1)C=C, predict the reaction product. The product is: [Cl:20][C:21]1[CH:28]=[CH:27][C:24]([CH:25]=[CH2:26])=[CH:23][CH:22]=1.[Cl:29][C:17]1[CH:18]=[C:19]2[C:14]([CH:13]=[CH:12][CH:11]=[CH:10]2)=[CH:15][CH:16]=1. (4) Given the reactants [N:1]([C:4]1[CH:9]=[CH:8][N:7]([CH2:10][C:11]2[CH:16]=[CH:15][CH:14]=[C:13]([F:17])[CH:12]=2)[C:6](=[O:18])[C:5]=1[Br:19])=[N+]=[N-].[NH4+].[Cl-:21], predict the reaction product. The product is: [ClH:21].[NH2:1][C:4]1[CH:9]=[CH:8][N:7]([CH2:10][C:11]2[CH:16]=[CH:15][CH:14]=[C:13]([F:17])[CH:12]=2)[C:6](=[O:18])[C:5]=1[Br:19]. (5) Given the reactants [CH3:1][N:2]([CH3:19])[C:3]1[NH:7][C:6]2[CH:8]=[C:9]([N+:16]([O-:18])=[O:17])[CH:10]=[C:11]([C:12]([O:14]C)=[O:13])[C:5]=2[N:4]=1.O.[OH-].[Li+], predict the reaction product. The product is: [CH3:1][N:2]([CH3:19])[C:3]1[NH:7][C:6]2[CH:8]=[C:9]([N+:16]([O-:18])=[O:17])[CH:10]=[C:11]([C:12]([OH:14])=[O:13])[C:5]=2[N:4]=1. (6) The product is: [CH:37]1([C@H:40]([O:42][C:43](=[O:52])[NH:44][C:45]2[CH:50]=[CH:49][C:48]([C:5]3[N:4]([CH:1]4[CH2:3][CH2:2]4)[C:12]4[C:7]([C:6]=3[C:14]#[N:15])=[CH:8][CH:9]=[C:10]([OH:13])[CH:11]=4)=[CH:47][CH:46]=2)[CH3:41])[CH2:39][CH2:38]1. Given the reactants [CH:1]1([N:4]2[C:12]3[C:7](=[CH:8][CH:9]=[C:10]([OH:13])[CH:11]=3)[C:6]([C:14]#[N:15])=[CH:5]2)[CH2:3][CH2:2]1.C(OB(OC(C)C)OC(C)C)(C)C.[Li+].CC([N-]C(C)C)C.[CH:37]1([C@H:40]([O:42][C:43](=[O:52])[NH:44][C:45]2[CH:50]=[CH:49][C:48](I)=[CH:47][CH:46]=2)[CH3:41])[CH2:39][CH2:38]1.C([O-])([O-])=O.[K+].[K+], predict the reaction product.